From a dataset of TCR-epitope binding with 47,182 pairs between 192 epitopes and 23,139 TCRs. Binary Classification. Given a T-cell receptor sequence (or CDR3 region) and an epitope sequence, predict whether binding occurs between them. (1) The epitope is PROT_97E67BCC. The TCR CDR3 sequence is CASSARTSGGADTQYF. Result: 1 (the TCR binds to the epitope). (2) The epitope is TLDSKTQSL. The TCR CDR3 sequence is CASSPDWGGGEQYF. Result: 0 (the TCR does not bind to the epitope). (3) The epitope is QASQEVKNW. The TCR CDR3 sequence is CASSLVAGAPFLSYEQYF. Result: 0 (the TCR does not bind to the epitope). (4) Result: 0 (the TCR does not bind to the epitope). The epitope is KMQRMLLEK. The TCR CDR3 sequence is CASSLGAPEAFF. (5) The epitope is PKYVKQNTLKLAT. The TCR CDR3 sequence is CASSQDIEYTEAFF. Result: 0 (the TCR does not bind to the epitope). (6) The epitope is RQLLFVVEV. The TCR CDR3 sequence is CSVVRLTEAFF. Result: 1 (the TCR binds to the epitope). (7) The epitope is ALSKGVHFV. The TCR CDR3 sequence is CASSLDFLREQYF. Result: 0 (the TCR does not bind to the epitope). (8) The epitope is GVAMPNLYK. The TCR CDR3 sequence is CASSSGGNTEAFF. Result: 0 (the TCR does not bind to the epitope).